Task: Predict the reactants needed to synthesize the given product.. Dataset: Full USPTO retrosynthesis dataset with 1.9M reactions from patents (1976-2016) (1) The reactants are: Cl.[Cl:2][C:3]1[C:12]2[C:7](=[CH:8][C:9]([S:13]([N:16]3[CH2:23][CH2:22][CH2:21][C@H:17]3[C:18](O)=[O:19])(=[O:15])=[O:14])=[CH:10][CH:11]=2)[C:6]([NH:24][C:25]([NH2:27])=[NH:26])=[N:5][CH:4]=1.C(Cl)(=O)C(Cl)=O.[NH2:34][CH2:35][CH2:36][N:37]([CH3:39])[CH3:38]. Given the product [NH3:5].[Cl:2][C:3]1[C:12]2[C:7](=[CH:8][C:9]([S:13]([N:16]3[CH2:23][CH2:22][CH2:21][C@@H:17]3[C:18]([NH:34][CH2:35][CH2:36][N:37]([CH3:39])[CH3:38])=[O:19])(=[O:14])=[O:15])=[CH:10][CH:11]=2)[C:6]([NH:24][C:25]([NH2:27])=[NH:26])=[N:5][CH:4]=1, predict the reactants needed to synthesize it. (2) Given the product [CH3:17][O:18][C:19]1[CH:24]=[CH:23][C:22]([CH2:25][NH:26][C:2]2[O:3][C:4]([C:7]3[CH:8]=[C:9]4[C:13](=[CH:14][CH:15]=3)[NH:12][N:11]=[C:10]4[CH3:16])=[CH:5][N:6]=2)=[CH:21][CH:20]=1, predict the reactants needed to synthesize it. The reactants are: I[C:2]1[O:3][C:4]([C:7]2[CH:8]=[C:9]3[C:13](=[CH:14][CH:15]=2)[NH:12][N:11]=[C:10]3[CH3:16])=[CH:5][N:6]=1.[CH3:17][O:18][C:19]1[CH:24]=[CH:23][C:22]([CH2:25][NH2:26])=[CH:21][CH:20]=1. (3) Given the product [F:34][C:32]([F:35])([F:33])[C:31]([NH:30][CH2:29][C:28]1[CH:37]=[CH:38][C:39]([F:40])=[C:26]([CH:23]2[CH2:22][CH2:21][N:20]([C:18]([C:4]3[C:3]4[C:7](=[CH:8][CH:9]=[CH:10][C:2]=4[C:44]4[CH:45]=[CH:46][N:41]=[CH:42][CH:43]=4)[N:6]([CH2:11][CH2:12][O:13][C:14]([F:16])([F:17])[F:15])[CH:5]=3)=[O:19])[CH2:25][CH2:24]2)[CH:27]=1)=[O:65], predict the reactants needed to synthesize it. The reactants are: Br[C:2]1[CH:10]=[CH:9][CH:8]=[C:7]2[C:3]=1[C:4]([C:18]([N:20]1[CH2:25][CH2:24][CH:23]([C:26]3[CH:27]=[C:28]([CH:37]=[CH:38][C:39]=3[F:40])[CH2:29][NH:30][C:31](=O)[C:32]([F:35])([F:34])[F:33])[CH2:22][CH2:21]1)=[O:19])=[CH:5][N:6]2[CH2:11][CH2:12][O:13][C:14]([F:17])([F:16])[F:15].[N:41]1[CH:46]=[CH:45][C:44](B(O)O)=[CH:43][CH:42]=1.C(=O)([O-])[O-].[Cs+].[Cs+].C(Cl)Cl.O1CCOCC1.[OH2:65]. (4) Given the product [C:35]([OH:42])(=[O:41])/[CH:36]=[CH:37]\[C:38]([OH:40])=[O:39].[Cl:1][C:2]1[CH:3]=[CH:4][C:5]([C:6]([NH:8][CH:9]([CH2:21][C:22]2[C:31]3[C:26](=[CH:27][CH:28]=[CH:29][CH:30]=3)[NH:25][C:24](=[O:32])[CH:23]=2)[C:10]([O:12][CH2:13][CH2:14][N:15]2[CH2:16][CH2:17][O:18][CH2:19][CH2:20]2)=[O:11])=[O:7])=[CH:33][CH:34]=1, predict the reactants needed to synthesize it. The reactants are: [Cl:1][C:2]1[CH:34]=[CH:33][C:5]([C:6]([NH:8][CH:9]([CH2:21][C:22]2[C:31]3[C:26](=[CH:27][CH:28]=[CH:29][CH:30]=3)[NH:25][C:24](=[O:32])[CH:23]=2)[C:10]([O:12][CH2:13][CH2:14][N:15]2[CH2:20][CH2:19][O:18][CH2:17][CH2:16]2)=[O:11])=[O:7])=[CH:4][CH:3]=1.[C:35]([OH:42])(=[O:41])/[CH:36]=[CH:37]\[C:38]([OH:40])=[O:39]. (5) The reactants are: [CH3:1][C:2]1[CH:7]=[C:6]([CH3:8])[CH:5]=[C:4]([CH3:9])[C:3]=1[CH:10]1[C:18](=[O:19])[CH:17]2[CH:12]([CH:13]3[O:20][CH:16]2[CH:15]=[CH:14]3)[C:11]1=[O:21].[CH:22](I)=[CH2:23].C([O-])=O.[Na+]. Given the product [CH3:1][C:2]1[CH:7]=[C:6]([CH3:8])[CH:5]=[C:4]([CH3:9])[C:3]=1[CH:10]1[C:11](=[O:21])[CH:12]2[CH:17]([CH:16]3[O:20][CH:13]2[CH:14]([CH:22]=[CH2:23])[CH2:15]3)[C:18]1=[O:19], predict the reactants needed to synthesize it. (6) Given the product [NH2:1][CH:2]1[CH2:7][CH2:6][NH:5][CH2:4][C:3]1([CH2:17][CH3:18])[CH2:15][CH3:16], predict the reactants needed to synthesize it. The reactants are: [NH2:1][CH:2]1[CH2:7][CH2:6][N:5](CC2C=CC=CC=2)[CH2:4][C:3]1([CH2:17][CH3:18])[CH2:15][CH3:16]. (7) Given the product [F:54][C:53]([F:56])([F:55])[C:50]1[CH:51]=[CH:52][C:47]([CH2:46][N:1]2[C:9]3[C:4](=[CH:5][CH:6]=[CH:7][CH:8]=3)[C:3]3([C:21]4[C:12](=[CH:13][C:14]5[CH2:32][O:33][CH2:17][O:16][C:15]=5[CH:20]=4)[O:11][CH2:10]3)[C:2]2=[O:22])=[N:48][CH:49]=1, predict the reactants needed to synthesize it. The reactants are: [NH:1]1[C:9]2[C:4](=[CH:5][CH:6]=[CH:7][CH:8]=2)[C:3]2([C:21]3[C:12](=[CH:13][C:14]4OC[CH2:17][O:16][C:15]=4[CH:20]=3)[O:11][CH2:10]2)[C:2]1=[O:22].N1C2C(=CC=CC=2)[C@@]2(C3C(=CC4OCCOC=4C=3)[O:33][CH2:32]2)C1=O.Cl[CH2:46][C:47]1[CH:52]=[CH:51][C:50]([C:53]([F:56])([F:55])[F:54])=[CH:49][N:48]=1.BrCCCCC. (8) Given the product [CH:1]1([NH:7][C:8]2[CH:13]=[CH:12][CH:11]=[CH:10][C:9]=2[C:14](=[C:28]2[CH2:29][CH2:30][NH:31][CH2:32][CH2:33]2)[C:15]2[CH:27]=[CH:26][C:18]([C:19]([N:21]([CH2:24][CH3:25])[CH2:22][CH3:23])=[O:20])=[CH:17][CH:16]=2)[CH2:2][CH2:3][CH2:4][CH2:5]1, predict the reactants needed to synthesize it. The reactants are: [CH:1]1([NH:7][C:8]2[CH:13]=[CH:12][CH:11]=[CH:10][C:9]=2[C:14](=[C:28]2[CH2:33][CH2:32][NH:31][CH2:30][CH2:29]2)[C:15]2[CH:27]=[CH:26][C:18]([C:19]([N:21]([CH2:24][CH3:25])[CH2:22][CH3:23])=[O:20])=[CH:17][CH:16]=2)C[CH2:5][CH2:4][CH2:3][CH2:2]1.CC(OC(N1CCC(=C(C2C=CC=CC=2N)C2C=CC(C(N(CC)CC)=O)=CC=2)CC1)=O)(C)C.C1(=O)CCCC1.C(O)(C(F)(F)F)=O.